Dataset: Forward reaction prediction with 1.9M reactions from USPTO patents (1976-2016). Task: Predict the product of the given reaction. (1) Given the reactants [Cl:1][C:2]1[CH:3]=[CH:4][C:5]([C:25]#[N:26])=[C:6]([C:8]2[C:13]([O:14][CH3:15])=[CH:12][N:11]([CH:16]([CH2:20][CH2:21][O:22][CH3:23])[C:17]([OH:19])=O)[C:10](=[O:24])[CH:9]=2)[CH:7]=1.[CH3:27][C:28]1[N:32]2[CH:33]=[C:34]([NH2:37])[CH:35]=[CH:36][C:31]2=[N:30][N:29]=1, predict the reaction product. The product is: [Cl:1][C:2]1[CH:3]=[CH:4][C:5]([C:25]#[N:26])=[C:6]([C:8]2[C:13]([O:14][CH3:15])=[CH:12][N:11]([CH:16]([CH2:20][CH2:21][O:22][CH3:23])[C:17]([NH:37][C:34]3[CH:35]=[CH:36][C:31]4[N:32]([C:28]([CH3:27])=[N:29][N:30]=4)[CH:33]=3)=[O:19])[C:10](=[O:24])[CH:9]=2)[CH:7]=1. (2) Given the reactants Br[C:2]1[S:6][C:5]([S:7]([N:10]2[CH2:30][CH2:29][C:13]3([N:17]=[C:16]([C:18]4[CH:23]=[CH:22][CH:21]=[C:20]([C:24]([F:27])([F:26])[F:25])[CH:19]=4)[NH:15][C:14]3=[O:28])[CH2:12][CH2:11]2)(=[O:9])=[O:8])=[CH:4][CH:3]=1.[CH3:31][N:32]([CH3:44])[C:33]([C:35]1[CH:40]=[CH:39][C:38](B(O)O)=[CH:37][CH:36]=1)=[O:34].C([O-])([O-])=O.[Na+].[Na+].N#N, predict the reaction product. The product is: [CH3:31][N:32]([CH3:44])[C:33](=[O:34])[C:35]1[CH:36]=[CH:37][C:38]([C:2]2[S:6][C:5]([S:7]([N:10]3[CH2:11][CH2:12][C:13]4([N:17]=[C:16]([C:18]5[CH:23]=[CH:22][CH:21]=[C:20]([C:24]([F:25])([F:27])[F:26])[CH:19]=5)[NH:15][C:14]4=[O:28])[CH2:29][CH2:30]3)(=[O:8])=[O:9])=[CH:4][CH:3]=2)=[CH:39][CH:40]=1. (3) The product is: [CH2:1]([NH:3][CH2:17][C:12]1[CH:13]=[CH:14][CH:15]=[CH:16][C:11]=1[O:10][C:4]1[CH:9]=[CH:8][CH:7]=[CH:6][CH:5]=1)[CH3:2]. Given the reactants [CH2:1]([NH2:3])[CH3:2].[C:4]1([O:10][C:11]2[CH:16]=[CH:15][CH:14]=[CH:13][C:12]=2[CH2:17]Br)[CH:9]=[CH:8][CH:7]=[CH:6][CH:5]=1, predict the reaction product.